Dataset: Forward reaction prediction with 1.9M reactions from USPTO patents (1976-2016). Task: Predict the product of the given reaction. (1) The product is: [Cl:1][C:2]1[CH:7]=[C:6]([Cl:8])[CH:5]=[CH:4][C:3]=1[C@@:9]1([CH2:32][N:33]2[CH:37]=[CH:36][N:35]=[CH:34]2)[O:13][C@H:12]([CH2:14][O:15][C:16]2[CH:17]=[CH:18][C:19]([N:22]3[CH2:23][CH2:24][N:25]([S:40]([C:39]([F:45])([F:44])[F:38])(=[O:42])=[O:41])[CH2:26][CH2:27]3)=[CH:20][CH:21]=2)[CH2:11][O:10]1. Given the reactants [Cl:1][C:2]1[CH:7]=[C:6]([Cl:8])[CH:5]=[CH:4][C:3]=1[C@@:9]1([CH2:32][N:33]2[CH:37]=[CH:36][N:35]=[CH:34]2)[O:13][C@H:12]([CH2:14][O:15][C:16]2[CH:21]=[CH:20][C:19]([N:22]3[CH2:27][CH2:26][N:25](S(C)(=O)=O)[CH2:24][CH2:23]3)=[CH:18][CH:17]=2)[CH2:11][O:10]1.[F:38][C:39]([F:45])([F:44])[S:40](Cl)(=[O:42])=[O:41].CS(Cl)(=O)=O, predict the reaction product. (2) Given the reactants [CH3:1][O:2][CH:3]([O:15][CH3:16])[C:4]1[N:13]=[C:12]2[C:7]([CH2:8][CH2:9][CH:10]([CH3:14])[NH:11]2)=[CH:6][CH:5]=1.[Br:17]C1C=C2C(=NC=1C(OC)OC)NCCC2, predict the reaction product. The product is: [Br:17][C:5]1[CH:6]=[C:7]2[C:12](=[N:13][C:4]=1[CH:3]([O:2][CH3:1])[O:15][CH3:16])[NH:11][CH:10]([CH3:14])[CH2:9][CH2:8]2. (3) Given the reactants [C:1](O)(=O)/C=C\C(O)=O.[C:9]([O:16][CH3:17])(=[O:15])/[CH:10]=[CH:11]\[C:12]([O-:14])=[O:13], predict the reaction product. The product is: [C:12]([O:14][CH3:1])(=[O:13])/[CH:11]=[CH:10]\[C:9]([O:16][CH3:17])=[O:15]. (4) Given the reactants [CH2:1]([C:3]1[C:8](/[CH:9]=[CH:10]/[O:11]C)=[CH:7][CH:6]=[CH:5][C:4]=1[C:13]1[S:17][C:16]([C:18]2[CH:19]=[CH:20][C:21]([O:26][CH:27]([CH3:29])[CH3:28])=[C:22]([CH:25]=2)[C:23]#[N:24])=[N:15][CH:14]=1)[CH3:2].Cl, predict the reaction product. The product is: [CH2:1]([C:3]1[C:8]([CH2:9][CH:10]=[O:11])=[CH:7][CH:6]=[CH:5][C:4]=1[C:13]1[S:17][C:16]([C:18]2[CH:19]=[CH:20][C:21]([O:26][CH:27]([CH3:28])[CH3:29])=[C:22]([CH:25]=2)[C:23]#[N:24])=[N:15][CH:14]=1)[CH3:2]. (5) The product is: [Cl:16][C:15]1[C:10]([C:9]([NH:8][C:5]2[CH:6]=[N:7][C:2]([NH:78][C:79]3[S:80][C:81]([CH3:84])=[CH:82][N:83]=3)=[CH:3][CH:4]=2)=[O:25])=[C:11]([F:24])[C:12]([NH:17][S:18]([CH2:21][CH2:22][CH3:23])(=[O:20])=[O:19])=[CH:13][CH:14]=1. Given the reactants Br[C:2]1[N:7]=[CH:6][C:5]([NH:8][C:9](=[O:25])[C:10]2[C:15]([Cl:16])=[CH:14][CH:13]=[C:12]([NH:17][S:18]([CH2:21][CH2:22][CH3:23])(=[O:20])=[O:19])[C:11]=2[F:24])=[CH:4][CH:3]=1.C1C=CC(P(C2C(C3C(P(C4C=CC=CC=4)C4C=CC=CC=4)=CC=C4C=3C=CC=C4)=C3C(C=CC=C3)=CC=2)C2C=CC=CC=2)=CC=1.CC(C)([O-])C.[K+].[NH2:78][C:79]1[S:80][C:81]([CH3:84])=[CH:82][N:83]=1, predict the reaction product. (6) Given the reactants C([O:5][C:6](=[O:38])[C:7]1[CH:12]=[CH:11][CH:10]=[C:9]([NH:13][C:14]2[N:19]=[C:18]([O:20][C:21]3[CH:26]=[CH:25][C:24]([C:27]#[N:28])=[CH:23][CH:22]=3)[N:17]=[C:16]([O:29][C:30]3[CH:35]=[CH:34][C:33]([O:36][CH3:37])=[CH:32][CH:31]=3)[N:15]=2)[CH:8]=1)(C)(C)C.CCOCC.CCCCCC, predict the reaction product. The product is: [C:27]([C:24]1[CH:23]=[CH:22][C:21]([O:20][C:18]2[N:17]=[C:16]([O:29][C:30]3[CH:31]=[CH:32][C:33]([O:36][CH3:37])=[CH:34][CH:35]=3)[N:15]=[C:14]([NH:13][C:9]3[CH:8]=[C:7]([CH:12]=[CH:11][CH:10]=3)[C:6]([OH:38])=[O:5])[N:19]=2)=[CH:26][CH:25]=1)#[N:28].